From a dataset of hERG Central: cardiac toxicity at 1µM, 10µM, and general inhibition. Predict hERG channel inhibition at various concentrations. (1) The molecule is CCN1CCCC1CN(Cc1cc2c(C)cc(C)cc2[nH]c1=O)C(=O)NC1CCCCC1. Results: hERG_inhib (hERG inhibition (general)): blocker. (2) The molecule is COc1ccc(-c2cn(Cc3ccc(C(N)=O)cc3)c(-c3ccc(Cl)nc3)n2)cc1. Results: hERG_inhib (hERG inhibition (general)): blocker. (3) The compound is COc1ccc(CN2CCN(Cc3ccc(C)cc3)C(CCO)C2)cc1OC. Results: hERG_inhib (hERG inhibition (general)): blocker. (4) The molecule is O=C(NCc1ccc(F)cc1)c1cccc2c1C(=O)N(Cc1cccnc1)C2. Results: hERG_inhib (hERG inhibition (general)): blocker. (5) The compound is CCn1cc(C(=O)NCC2CCCO2)c(=O)c2cc(S(=O)(=O)N3CCCCCC3)ccc21. Results: hERG_inhib (hERG inhibition (general)): blocker.